From a dataset of Forward reaction prediction with 1.9M reactions from USPTO patents (1976-2016). Predict the product of the given reaction. Given the reactants [CH3:1][C:2]1([CH3:27])[CH2:7][N:6](S(C2C=CC(C)=CC=2)(=O)=O)[CH2:5][C:4]2[N:18]=[C:19]([C:21]3[CH:26]=[CH:25][CH:24]=[CH:23][N:22]=3)[O:20][C:3]1=2, predict the reaction product. The product is: [CH3:1][C:2]1([CH3:27])[CH2:7][NH:6][CH2:5][C:4]2[N:18]=[C:19]([C:21]3[CH:26]=[CH:25][CH:24]=[CH:23][N:22]=3)[O:20][C:3]1=2.